Dataset: Peptide-MHC class II binding affinity with 134,281 pairs from IEDB. Task: Regression. Given a peptide amino acid sequence and an MHC pseudo amino acid sequence, predict their binding affinity value. This is MHC class II binding data. (1) The peptide sequence is YGVEGTKTPVSPGEM. The MHC is DRB1_0801 with pseudo-sequence DRB1_0801. The binding affinity (normalized) is 0. (2) The peptide sequence is EKPGNRNPYENLLYK. The MHC is DRB1_0401 with pseudo-sequence DRB1_0401. The binding affinity (normalized) is 0.343.